From a dataset of Forward reaction prediction with 1.9M reactions from USPTO patents (1976-2016). Predict the product of the given reaction. (1) Given the reactants [Cl:1][C:2]1[NH:6][C:5]2[C:7]([C:17]([O:19][CH3:20])=[O:18])=[CH:8][C:9]([N:11]3[CH2:16][CH2:15][O:14][CH2:13][CH2:12]3)=[CH:10][C:4]=2[N:3]=1.C(=O)([O-])[O-].[K+].[K+].Br[CH2:28][C:29]1[CH:34]=[CH:33][CH:32]=[C:31]([C:35]([F:38])([F:37])[F:36])[C:30]=1[CH3:39].O, predict the reaction product. The product is: [Cl:1][C:2]1[N:3]([CH2:28][C:29]2[CH:34]=[CH:33][CH:32]=[C:31]([C:35]([F:36])([F:37])[F:38])[C:30]=2[CH3:39])[C:4]2[CH:10]=[C:9]([N:11]3[CH2:16][CH2:15][O:14][CH2:13][CH2:12]3)[CH:8]=[C:7]([C:17]([O:19][CH3:20])=[O:18])[C:5]=2[N:6]=1. (2) Given the reactants [K+].[Br-].B(Br)(Br)[Br:4].[CH2:7]([N:10]1[CH2:29][CH2:28][C@:17]23[C:18]4[C:19]5[O:27][C@@:16]2([CH3:30])[C:15](=[O:31])[CH2:14][CH2:13][C@@:12]3([O:32][CH2:33][CH2:34][CH3:35])[C@H:11]1[CH2:24][C:23]=4[CH:22]=[CH:21][C:20]=5[O:25]C)[CH:8]=[CH2:9].[NH4+].[OH-], predict the reaction product. The product is: [BrH:4].[CH2:7]([N:10]1[CH2:29][CH2:28][C@:17]23[C:18]4[C:19]5[O:27][C@@:16]2([CH3:30])[C:15](=[O:31])[CH2:14][CH2:13][C@@:12]3([O:32][CH2:33][CH2:34][CH3:35])[C@H:11]1[CH2:24][C:23]=4[CH:22]=[CH:21][C:20]=5[OH:25])[CH:8]=[CH2:9]. (3) Given the reactants [NH2:1][C:2]1[CH:7]=[C:6]([C:8]([O:10][CH3:11])=[O:9])[C:5]([F:12])=[CH:4][C:3]=1[C:13]([O:15][CH3:16])=[O:14].C(=O)(O)[O-].[Na+].[C:22](Cl)(Cl)=[S:23], predict the reaction product. The product is: [F:12][C:5]1[CH:4]=[C:3]([C:13]([O:15][CH3:16])=[O:14])[C:2]([N:1]=[C:22]=[S:23])=[CH:7][C:6]=1[C:8]([O:10][CH3:11])=[O:9]. (4) Given the reactants [Cl:1][C:2]1[C:3]([N+:9]([O-])=O)=[C:4]([OH:8])[CH:5]=[CH:6][CH:7]=1, predict the reaction product. The product is: [NH2:9][C:3]1[C:2]([Cl:1])=[CH:7][CH:6]=[CH:5][C:4]=1[OH:8].